Dataset: Reaction yield outcomes from USPTO patents with 853,638 reactions. Task: Predict the reaction yield, written as a fraction of the theoretical maximum amount of product (1.0 means a 100% yield; for example, 0.34 means a 34% yield). The reactants are [CH:1]1([N:7]([CH:18]2[CH2:23][CH2:22][CH2:21][CH2:20][CH2:19]2)[C:8]([NH:10][C:11]2[S:12][C:13]([CH:16]=O)=[CH:14][N:15]=2)=[O:9])[CH2:6][CH2:5][CH2:4][CH2:3][CH2:2]1.[CH:24]1([NH2:29])[CH2:28][CH2:27][CH2:26][CH2:25]1.C(O[BH-](OC(=O)C)OC(=O)C)(=O)C.[Na+]. No catalyst specified. The product is [CH:1]1([N:7]([CH:18]2[CH2:23][CH2:22][CH2:21][CH2:20][CH2:19]2)[C:8]([NH:10][C:11]2[S:12][C:13]([CH2:16][NH:29][CH:24]3[CH2:28][CH2:27][CH2:26][CH2:25]3)=[CH:14][N:15]=2)=[O:9])[CH2:6][CH2:5][CH2:4][CH2:3][CH2:2]1. The yield is 0.370.